The task is: Predict the reaction yield, written as a fraction of the theoretical maximum amount of product (1.0 means a 100% yield; for example, 0.34 means a 34% yield).. This data is from Reaction yield outcomes from USPTO patents with 853,638 reactions. (1) The reactants are C[O:2][C:3](=[O:17])[C:4]1[C:9]([C:10]2[N:15]=[CH:14][CH:13]=[CH:12][N:11]=2)=[CH:8][CH:7]=[CH:6][C:5]=1[F:16].[OH-].[Na+]. No catalyst specified. The product is [F:16][C:5]1[CH:6]=[CH:7][CH:8]=[C:9]([C:10]2[N:11]=[CH:12][CH:13]=[CH:14][N:15]=2)[C:4]=1[C:3]([OH:17])=[O:2]. The yield is 0.880. (2) The reactants are [C:1]1([C:7]2([C:10]([OH:12])=[O:11])[CH2:9][CH2:8]2)[CH:6]=[CH:5][CH:4]=[CH:3][CH:2]=1.[CH3:13]C1C=CC(S(O)(=O)=O)=CC=1.CCOC(C)=O. The catalyst is CO. The product is [C:1]1([C:7]2([C:10]([O:12][CH3:13])=[O:11])[CH2:9][CH2:8]2)[CH:6]=[CH:5][CH:4]=[CH:3][CH:2]=1. The yield is 0.960.